From a dataset of Catalyst prediction with 721,799 reactions and 888 catalyst types from USPTO. Predict which catalyst facilitates the given reaction. (1) Reactant: O=[C:2]1[C:14]2[CH:13]=[CH:12][CH:11]=[C:10]([C:15]([OH:17])=[O:16])[C:9]=2[C:8]2[C:3]1=[CH:4][CH:5]=[CH:6][CH:7]=2.O=C1C2C=C(C(O)=O)C=CC=2C2C1=CC=CC=2.C(O)(C(F)(F)F)=O. Product: [CH:13]1[C:14]2[CH2:2][C:3]3[C:8](=[CH:7][CH:6]=[CH:5][CH:4]=3)[C:9]=2[C:10]([C:15]([OH:17])=[O:16])=[CH:11][CH:12]=1. The catalyst class is: 10. (2) Reactant: [Cl:1][C:2]1[CH:7]=[CH:6][C:5]([C:8]2[C:17]3[C:12](=[CH:13][CH:14]=[C:15]([C:18]([OH:20])=O)[CH:16]=3)[CH:11]=[N:10][CH:9]=2)=[CH:4][CH:3]=1.F[B-](F)(F)F.N1(OC(N(C)C)=[N+](C)C)C2C=CC=CC=2N=N1.C(N(CC)C(C)C)(C)C.[F:52][C:53]([F:57])([F:56])[CH2:54][NH2:55]. Product: [Cl:1][C:2]1[CH:3]=[CH:4][C:5]([C:8]2[C:17]3[C:12](=[CH:13][CH:14]=[C:15]([C:18]([NH:55][CH2:54][C:53]([F:57])([F:56])[F:52])=[O:20])[CH:16]=3)[CH:11]=[N:10][CH:9]=2)=[CH:6][CH:7]=1. The catalyst class is: 9. (3) Reactant: [O:1]1[C:5]2[CH:6]=[C:7]([C:10]([OH:12])=O)[CH:8]=[CH:9][C:4]=2[N:3]=[CH:2]1.[NH:13]1[CH2:18][CH2:17][CH2:16][CH2:15][CH2:14]1.C(C1NC=CN=1)(C1NC=CN=1)=O. Product: [O:1]1[C:5]2[CH:6]=[C:7]([C:10]([N:13]3[CH2:18][CH2:17][CH2:16][CH2:15][CH2:14]3)=[O:12])[CH:8]=[CH:9][C:4]=2[N:3]=[CH:2]1. The catalyst class is: 2. (4) Reactant: [F:1][CH:2]([F:26])[O:3][C:4]1[CH:9]=[C:8]([N+:10]([O-])=O)[CH:7]=[CH:6][C:5]=1[N:13]1[CH2:18][CH2:17][CH:16]([N:19]2[CH2:24][CH2:23][N:22]([CH3:25])[CH2:21][CH2:20]2)[CH2:15][CH2:14]1. Product: [F:26][CH:2]([F:1])[O:3][C:4]1[CH:9]=[C:8]([CH:7]=[CH:6][C:5]=1[N:13]1[CH2:18][CH2:17][CH:16]([N:19]2[CH2:20][CH2:21][N:22]([CH3:25])[CH2:23][CH2:24]2)[CH2:15][CH2:14]1)[NH2:10]. The catalyst class is: 349. (5) Reactant: Br[C:2]1[CH:7]=[CH:6][C:5](Br)=[CH:4][CH:3]=1.C([Li])CCC.CCCCCC.[CH3:20][Si:21](Cl)([CH3:25])[CH:22]([CH3:24])[CH3:23].CN([CH:30]=[O:31])C. Product: [CH:22]([Si:21]([CH3:25])([CH3:20])[C:2]1[CH:7]=[CH:6][C:5]([CH:30]=[O:31])=[CH:4][CH:3]=1)([CH3:24])[CH3:23]. The catalyst class is: 20. (6) Reactant: CCCC[N+](CCCC)(CCCC)CCCC.[F-].[CH3:19][O:20][C:21]([C:23]1[C:24]([O:48][CH3:49])=[C:25]2[C:30](=[C:31]([O:37][Si](C(C)C)(C(C)C)C(C)C)[C:32]=1[C:33]([O:35][CH3:36])=[O:34])[N:29]=[CH:28][CH:27]=[CH:26]2)=[O:22].[C:50]1([C:56]([C:59]2[CH:64]=[CH:63][CH:62]=[CH:61][CH:60]=2)=[N+]=[N-])[CH:55]=[CH:54][CH:53]=[CH:52][CH:51]=1. Product: [CH3:19][O:20][C:21]([C:23]1[C:24]([O:48][CH3:49])=[C:25]2[C:30](=[C:31]([O:37][CH:56]([C:50]3[CH:55]=[CH:54][CH:53]=[CH:52][CH:51]=3)[C:59]3[CH:64]=[CH:63][CH:62]=[CH:61][CH:60]=3)[C:32]=1[C:33]([O:35][CH3:36])=[O:34])[N:29]=[CH:28][CH:27]=[CH:26]2)=[O:22]. The catalyst class is: 1.